This data is from Reaction yield outcomes from USPTO patents with 853,638 reactions. The task is: Predict the reaction yield, written as a fraction of the theoretical maximum amount of product (1.0 means a 100% yield; for example, 0.34 means a 34% yield). (1) The reactants are FC1C=CC(C([N:8]2[C:12]([CH3:13])=[C:11]([CH3:14])[N:10]=[C:9]2[CH:15]=[C:16](C2C=C(F)C=CC=2C([O-])=O)[C:17]2[CH:22]=[CH:21][C:20]([F:23])=[CH:19][CH:18]=2)=O)=CC=1.[OH2:36].[ClH:37]. No catalyst specified. The product is [ClH:37].[CH3:13][C:12]1[N:8]=[C:9]([CH2:15][C:16]([C:17]2[CH:22]=[CH:21][C:20]([F:23])=[CH:19][CH:18]=2)=[O:36])[NH:10][C:11]=1[CH3:14]. The yield is 0.100. (2) The catalyst is C(Cl)Cl. The reactants are [Br:1]Br.C1(P(C2C=CC=CC=2)C2C=CC=CC=2)C=CC=CC=1.[CH3:22][O:23][CH2:24][C:25]1[CH:26]=[C:27]([C:31]2[O:35][C:34]([CH3:36])=[N:33][C:32]=2[CH2:37]O)[CH:28]=[CH:29][CH:30]=1. The yield is 0.500. The product is [Br:1][CH2:37][C:32]1[N:33]=[C:34]([CH3:36])[O:35][C:31]=1[C:27]1[CH:28]=[CH:29][CH:30]=[C:25]([CH2:24][O:23][CH3:22])[CH:26]=1.